From a dataset of Reaction yield outcomes from USPTO patents with 853,638 reactions. Predict the reaction yield, written as a fraction of the theoretical maximum amount of product (1.0 means a 100% yield; for example, 0.34 means a 34% yield). (1) The reactants are [CH:1]([N:4]1[CH2:9][CH2:8][N:7]([C:10]([C@H:12]2[CH2:17][CH2:16][C@H:15]([OH:18])[CH2:14][CH2:13]2)=[O:11])[CH2:6][CH2:5]1)([CH3:3])[CH3:2].[H-].[Na+].Cl[C:22]1[CH:29]=[CH:28][C:25]([C:26]#[N:27])=[CH:24][N:23]=1.C([O-])(O)=O.[Na+]. The catalyst is CC(N(C)C)=O. The product is [CH:1]([N:4]1[CH2:9][CH2:8][N:7]([C:10]([C@H:12]2[CH2:13][CH2:14][C@H:15]([O:18][C:22]3[CH:29]=[CH:28][C:25]([C:26]#[N:27])=[CH:24][N:23]=3)[CH2:16][CH2:17]2)=[O:11])[CH2:6][CH2:5]1)([CH3:3])[CH3:2]. The yield is 0.0600. (2) The reactants are [NH2:1][C:2]1[N:7]=[CH:6][C:5](/[CH:8]=[CH:9]/[C:10]([N:12]([CH2:14][C:15]2[C:23]3[C:18](=[C:19]([C:24]([O:26]C)=[O:25])[CH:20]=[CH:21][CH:22]=3)[N:17]([CH3:28])[CH:16]=2)[CH3:13])=[O:11])=[CH:4][CH:3]=1.O1CCCC1.[Li+].[OH-]. The catalyst is CO.O. The product is [NH2:1][C:2]1[N:7]=[CH:6][C:5]([CH:8]=[CH:9][C:10]([N:12]([CH2:14][C:15]2[C:23]3[C:18](=[C:19]([C:24]([OH:26])=[O:25])[CH:20]=[CH:21][CH:22]=3)[N:17]([CH3:28])[CH:16]=2)[CH3:13])=[O:11])=[CH:4][CH:3]=1. The yield is 0.350. (3) The reactants are [C:1]([NH:8][CH2:9][CH2:10][CH2:11][OH:12])([O:3][C:4]([CH3:7])([CH3:6])[CH3:5])=[O:2].C(N(CC)CC)C.[CH3:20][S:21](Cl)(=[O:23])=[O:22].O. The catalyst is ClCCl. The product is [CH3:20][S:21]([O:12][CH2:11][CH2:10][CH2:9][NH:8][C:1]([O:3][C:4]([CH3:5])([CH3:6])[CH3:7])=[O:2])(=[O:23])=[O:22]. The yield is 0.940. (4) The catalyst is C1COCC1. The yield is 0.460. The product is [OH:1][C:2]1[CH:9]=[C:8]([O:10][CH2:42][CH2:41][C:39]2[N:40]=[C:36]([C:30]3[CH:35]=[CH:34][CH:33]=[CH:32][CH:31]=3)[O:37][C:38]=2[CH3:44])[CH:7]=[CH:6][C:3]=1[CH:4]=[O:5]. The reactants are [OH:1][C:2]1[CH:9]=[C:8]([OH:10])[CH:7]=[CH:6][C:3]=1[CH:4]=[O:5].C1(P(C2C=CC=CC=2)C2C=CC=CC=2)C=CC=CC=1.[C:30]1([C:36]2[O:37][C:38]([CH3:44])=[C:39]([CH2:41][CH2:42]O)[N:40]=2)[CH:35]=[CH:34][CH:33]=[CH:32][CH:31]=1.N(C(OC(C)(C)C)=O)=NC(OC(C)(C)C)=O.